Dataset: Kir2.1 potassium channel HTS with 301,493 compounds. Task: Binary Classification. Given a drug SMILES string, predict its activity (active/inactive) in a high-throughput screening assay against a specified biological target. (1) The molecule is O(c1ccc(CNC\C=C\c2ccccc2)cc1)C. The result is 1 (active). (2) The result is 0 (inactive). The molecule is S(CC(=O)N1CCOCC1)c1n(c(nn1)CC(=O)Nc1ccc(OC)cc1)CC. (3) The compound is S(=O)(=O)(N1CCC(CC1)C(=O)NCc1cc(OC)ccc1)c1ccc(cc1)C. The result is 0 (inactive). (4) The molecule is Brc1oc(C(=O)Nc2sc(SCC(=O)Nc3ccc(NC(=O)C)cc3)nn2)cc1. The result is 0 (inactive). (5) The molecule is Clc1c(ccc(Cl)c1)/C=C\C(=O)NN. The result is 0 (inactive).